Dataset: Peptide-MHC class II binding affinity with 134,281 pairs from IEDB. Task: Regression. Given a peptide amino acid sequence and an MHC pseudo amino acid sequence, predict their binding affinity value. This is MHC class II binding data. (1) The peptide sequence is ANMWSLMYFHKRDMR. The MHC is DRB1_0404 with pseudo-sequence DRB1_0404. The binding affinity (normalized) is 0.620. (2) The peptide sequence is QLQPSLQTGSEELRSLY. The MHC is DRB1_0901 with pseudo-sequence DRB1_0901. The binding affinity (normalized) is 0.178. (3) The peptide sequence is EKKYNAATQFEPLAA. The MHC is DRB1_1001 with pseudo-sequence DRB1_1001. The binding affinity (normalized) is 0.635. (4) The peptide sequence is FKKYFAATQFEPLAA. The MHC is HLA-DPA10201-DPB11401 with pseudo-sequence HLA-DPA10201-DPB11401. The binding affinity (normalized) is 0.833. (5) The peptide sequence is AIQQVRSLIGNEEFLDY. The MHC is DRB4_0101 with pseudo-sequence DRB4_0103. The binding affinity (normalized) is 0.297.